Dataset: Experimentally validated miRNA-target interactions with 360,000+ pairs, plus equal number of negative samples. Task: Binary Classification. Given a miRNA mature sequence and a target amino acid sequence, predict their likelihood of interaction. (1) The miRNA is mmu-miR-22-3p with sequence AAGCUGCCAGUUGAAGAACUGU. The protein sequence of the target gene is MEEDDSYVPSDLTAEERQELENIRRRKQELLADIQRLKDEIAEVANEIENLGSTEERKNMQRNKQVAMGRKKFNMDPKKGIQFLIENDLLKNTCEDIAQFLYKGEGLNKTAIGDYLGERDEFNIQVLHAFVELHEFTDLNLVQALRQFLWSFRLPGEAQKIDRMMEAFAQRYCQCNNGVFQSTDTCYVLSFAIIMLNTSLHNPNVKDKPTVERFIAMNRGINDGGDLPEELLRNLYESIKNEPFKIPEDDGNDLTHTFFNPDREGWLLKLGGGRVKTWKRRWFILTDNCLYYFEYTTDKE.... Result: 0 (no interaction). (2) The miRNA is hsa-miR-520g-3p with sequence ACAAAGUGCUUCCCUUUAGAGUGU. The protein sequence of the target gene is MAVSHLPTMVQESVTFKDVAILFTQEEWGQLSPAQRALYRDVMLENYSNLVSLGLLGPKPDTFSQLEKREVWMPEDTPGGFCLDWMTMPASKKSTVKAEIPEEELDQWTIKERFSSSSHWKCASLLEWQCGGQEISLQRVVLTHPNTPSQECDESGSTMSSSLHSDQSQGFQPSKNAFECSECGKVFSKSSTLNKHQKIHNEKNANQKIHIKEKRYECRECGKAFHQSTHLIHHQRIHTGEKPYECKECGKAFSVSSSLTYHQKIHTGEKPFECNLCGKAFIRNIHLAHHHRIHTGEKPF.... Result: 1 (interaction). (3) The miRNA is hsa-miR-1255a with sequence AGGAUGAGCAAAGAAAGUAGAUU. The protein sequence of the target gene is MADTGLRRVVPSDLYPLVLRFLRDSQLSEVASKFAKATGATQQDANASSLLDIYSFWLNRSTKAPKVKLQSNGPVTKKAKKETSSSDSSEDSSEDEDKKAQGLPTQKAAAQVKRASVPQHAGKAAAKASESSSSEESSEEEEEDKKKKPVQQKAAKPQAKAVRPPAKKAESSESDSDSDSDSSSEEETPQTQKPKAAVAAKAQTKAEAKPGTPAKAQPKVANGKAAASSSSSSSSDDSEEEKKAAAPPKKTVPKKQVVAKAPVKVAAAPTQKSSSSEDSSSEEEEGQRQPMKKKAGPYSS.... Result: 0 (no interaction). (4) The miRNA is mmu-miR-6344 with sequence GUUUUCCUACUGUUUCCCUUUU. The protein sequence of the target gene is MDSYVIQTNVNDSLPSVLDVRVNIGGRSSVQGRAKGRKARWNVRPSDMSNKTFNPIRAIVDNMKVKPNPNKTVISLSIGDPTVFGNLPTDPEVTQAMKDALDSGKYNGYAPSIGYLSSREEVASYYHCPEAPLEAKDVILTSGCSQAIELCLAVLANPGQNILIPRPGFSLYRTLAESMGIEVKLYNLLPEKSWEIDLKQLESLIDEKTACLVVNNPSNPCGSVFSKRHLQKILAVAERQCVPILADEIYGDMVFSDCKYEPMATLSTNVPILSCGGLAKRWLVPGWRLGWILIHDRRDI.... Result: 0 (no interaction). (5) The miRNA is hsa-miR-3129-3p with sequence AAACUAAUCUCUACACUGCUGC. The protein sequence of the target gene is MVAKDYPFYLTVKRANCSLELPPASGPAKDAEEPSNKRVKPLSRVTSLANLIPPVKATPLKRFSQTLQRSISFRSESRPDILAPRPWSRNAAPSSTKRRDSKLWSETFDVCVNQMLTSKEIKRQEAIFELSQGEEDLIEDLKLAKKAYHDPMLKLSIMTEQELNQIFGTLDSLIPLHEELLSQLRDVRKPDGSTEHVGPILVGWLPCLSSYDSYCSNQVAAKALLDHKKQDHRVQDFLQRCLESPFSRKLDLWNFLDIPRSRLVKYPLLLREILRHTPNDNPDQQHLEEAINIIQGIVAE.... Result: 0 (no interaction). (6) The miRNA is hsa-miR-4772-3p with sequence CCUGCAACUUUGCCUGAUCAGA. The protein sequence of the target gene is MTEDSQRNFRSVYYEKVGFRGVEEKKSLEILLKDDRLDTEKLCTFSQRFPLPSMYRALVWKVLLGILPPHHESHAKVMMYRKEQYLDVLHALKVVRFVSDATPQAEVYLRMYQLESGKLPRSPSFPLEPDDEVFLAIAKAMEEMVEDSVDCYWITRRFVNQLNTKYRDSLPQLPKAFEQYLNLEDGRLLTHLRMCSAAPKLPYDLWFKRCFAGCLPESSLQRVWDKVVSGSCKILVFVAVEILLTFKIKVMALNSAEKITKFLENIPQDSSDAIVSKAIDLWHKHCGTPVHSS. Result: 0 (no interaction). (7) The miRNA is mmu-miR-487b-3p with sequence AAUCGUACAGGGUCAUCCACUU. The protein sequence of the target gene is MFSRKKRELMKTPSISKKNRAGSPSPQPSGELPRKDGADAVFPGPSLEPPAGSSGVKATGTLKRPTSLSRHASAAGFPLSGAASWTLGRSHRSPLTAASPGELPTEGAGPDVVEDISHLLADVARFAEGLEKLKECVLRDDLLEARRPRAHECLGEALRVMHQIISKYPLLNTVETLTAAGTLIAKVKAFHYESNNDLEKQEFEKALETIAVAFSSTVSEFLMGEVDSSTLLAVPPGDSSQSMESLYGPGSEGTPPSLEDCDAGCLPAEEVDVLLQRCEGGVDAALLYAKNMAKYMKDLI.... Result: 0 (no interaction). (8) The miRNA is mmu-miR-6999-3p with sequence CUUCAGCUGUCCUCCUUUCUGU. The protein sequence of the target gene is MACSIVQFCSFQDLQSARDFLFPHLREETPGALKRDPSKTSSWEDDSWGAWEETEPREPEEEGNTSKTQKNSWLQECVLSLSPTSDLMVIAREQKAAFLVRKWKHGDKGKEEMQFAVGWSGSVSAEEGEYVTSALCIPLASQKRSSTGRPDWTCIVVGFTSGYVRFYTEGVLLLAQLLNEDKVLQLKCRTYEIPRHPGVTEQNEELSILYPAAIVTIDGFSLFQSLRACRNQVAKAAASGNENIQPPPLAYKKWGLQDIDTIIDHASVGIMTLSPFDQMKTASNIGGFNAAIKNSPPAMS.... Result: 0 (no interaction).